Dataset: NCI-60 drug combinations with 297,098 pairs across 59 cell lines. Task: Regression. Given two drug SMILES strings and cell line genomic features, predict the synergy score measuring deviation from expected non-interaction effect. (1) Drug 1: CCCCC(=O)OCC(=O)C1(CC(C2=C(C1)C(=C3C(=C2O)C(=O)C4=C(C3=O)C=CC=C4OC)O)OC5CC(C(C(O5)C)O)NC(=O)C(F)(F)F)O. Drug 2: CN(CCCl)CCCl.Cl. Cell line: UO-31. Synergy scores: CSS=-2.55, Synergy_ZIP=-7.34, Synergy_Bliss=-8.04, Synergy_Loewe=-29.6, Synergy_HSA=-25.4. (2) Drug 1: CS(=O)(=O)C1=CC(=C(C=C1)C(=O)NC2=CC(=C(C=C2)Cl)C3=CC=CC=N3)Cl. Cell line: A549. Drug 2: C1=CC(=C2C(=C1NCCNCCO)C(=O)C3=C(C=CC(=C3C2=O)O)O)NCCNCCO. Synergy scores: CSS=50.7, Synergy_ZIP=6.40, Synergy_Bliss=5.13, Synergy_Loewe=-10.2, Synergy_HSA=6.15. (3) Drug 1: C1CCN(CC1)CCOC2=CC=C(C=C2)C(=O)C3=C(SC4=C3C=CC(=C4)O)C5=CC=C(C=C5)O. Drug 2: CC1=C(C=C(C=C1)NC(=O)C2=CC=C(C=C2)CN3CCN(CC3)C)NC4=NC=CC(=N4)C5=CN=CC=C5. Cell line: NCI-H460. Synergy scores: CSS=13.1, Synergy_ZIP=12.0, Synergy_Bliss=8.35, Synergy_Loewe=9.42, Synergy_HSA=3.82.